Dataset: Full USPTO retrosynthesis dataset with 1.9M reactions from patents (1976-2016). Task: Predict the reactants needed to synthesize the given product. (1) Given the product [CH3:22][CH:23]1[CH2:24][CH2:25][N:26]([C:29]2[C:34]([CH2:35][NH:36][C:13]([NH:12][C:9]3[CH:10]=[N:11][C:6]([N:1]4[CH2:2][CH2:3][CH2:4][CH2:5]4)=[CH:7][CH:8]=3)=[O:21])=[CH:33][CH:32]=[C:31]([C:37]([F:40])([F:38])[F:39])[N:30]=2)[CH2:27][CH2:28]1, predict the reactants needed to synthesize it. The reactants are: [N:1]1([C:6]2[N:11]=[CH:10][C:9]([NH:12][C:13](=[O:21])OC3C=CC=CC=3)=[CH:8][CH:7]=2)[CH2:5][CH2:4][CH2:3][CH2:2]1.[CH3:22][CH:23]1[CH2:28][CH2:27][N:26]([C:29]2[C:34]([CH2:35][NH2:36])=[CH:33][CH:32]=[C:31]([C:37]([F:40])([F:39])[F:38])[N:30]=2)[CH2:25][CH2:24]1.C(N(CC)CC)C. (2) The reactants are: C(OC(=O)[NH:7][C@H:8]1[CH2:13][C@@H:12]([N:14]2[CH2:21][C:20]3[C:16](=[N:17][N:18]([S:22]([CH:25]4[CH2:27][CH2:26]4)(=[O:24])=[O:23])[CH:19]=3)[CH2:15]2)[CH2:11][O:10][C@@H:9]1[C:28]1[CH:33]=[C:32]([F:34])[C:31]([F:35])=[CH:30][C:29]=1[F:36])(C)(C)C.[F:38][C:39]([F:44])([F:43])[C:40]([OH:42])=[O:41]. Given the product [F:38][C:39]([F:44])([F:43])[C:40]([OH:42])=[O:41].[F:36][C:29]1[CH:30]=[C:31]([F:35])[C:32]([F:34])=[CH:33][C:28]=1[C@@H:9]1[C@@H:8]([NH2:7])[CH2:13][C@@H:12]([N:14]2[CH2:21][C:20]3[C:16](=[N:17][N:18]([S:22]([CH:25]4[CH2:27][CH2:26]4)(=[O:24])=[O:23])[CH:19]=3)[CH2:15]2)[CH2:11][O:10]1, predict the reactants needed to synthesize it. (3) Given the product [C:1]([N:4]1[CH2:9][CH2:8][N:7]([C:10]([C:12]2[CH:13]=[CH:14][C:15]([NH:18][C:19]3[N:24]=[C:23]([C:25]4[CH:26]=[CH:27][C:28]([NH2:31])=[CH:29][CH:30]=4)[CH:22]=[CH:21][N:20]=3)=[CH:16][CH:17]=2)=[O:11])[CH2:6][CH2:5]1)(=[O:3])[CH3:2], predict the reactants needed to synthesize it. The reactants are: [C:1]([N:4]1[CH2:9][CH2:8][N:7]([C:10]([C:12]2[CH:17]=[CH:16][C:15]([NH:18][C:19]3[N:24]=[C:23]([C:25]4[CH:30]=[CH:29][C:28]([N+:31]([O-])=O)=[CH:27][CH:26]=4)[CH:22]=[CH:21][N:20]=3)=[CH:14][CH:13]=2)=[O:11])[CH2:6][CH2:5]1)(=[O:3])[CH3:2]. (4) Given the product [F:27][C:28]([F:41])([F:40])[S:29]([O:9][CH2:8][C:7]([F:26])([F:6])[C:10]([F:24])([F:25])[C:11]([F:22])([F:23])[C:12]([F:20])([F:21])[C:13]([F:18])([F:19])[C:14]([F:17])([F:16])[F:15])(=[O:31])=[O:30], predict the reactants needed to synthesize it. The reactants are: C(OCC)C.[F:6][C:7]([F:26])([C:10]([F:25])([F:24])[C:11]([F:23])([F:22])[C:12]([F:21])([F:20])[C:13]([F:19])([F:18])[C:14]([F:17])([F:16])[F:15])[CH2:8][OH:9].[F:27][C:28]([F:41])([F:40])[S:29](O[S:29]([C:28]([F:41])([F:40])[F:27])(=[O:31])=[O:30])(=[O:31])=[O:30].Cl. (5) Given the product [Br:14][C:15]1[CH:23]=[CH:22][C:18]([C:19]([N:8]([CH2:9][CH2:10][OH:11])[CH2:7][C:6]2[CH:12]=[CH:13][C:3]([O:2][CH3:1])=[CH:4][CH:5]=2)=[O:20])=[C:17]([F:24])[CH:16]=1, predict the reactants needed to synthesize it. The reactants are: [CH3:1][O:2][C:3]1[CH:13]=[CH:12][C:6]([CH2:7][NH:8][CH2:9][CH2:10][OH:11])=[CH:5][CH:4]=1.[Br:14][C:15]1[CH:23]=[CH:22][C:18]([C:19](O)=[O:20])=[C:17]([F:24])[CH:16]=1.CCN(C(C)C)C(C)C.CN(C(ON1N=NC2C=CC=NC1=2)=[N+](C)C)C.F[P-](F)(F)(F)(F)F.